This data is from Peptide-MHC class I binding affinity with 185,985 pairs from IEDB/IMGT. The task is: Regression. Given a peptide amino acid sequence and an MHC pseudo amino acid sequence, predict their binding affinity value. This is MHC class I binding data. (1) The peptide sequence is RPMSASRPA. The MHC is HLA-B15:09 with pseudo-sequence HLA-B15:09. The binding affinity (normalized) is 0.397. (2) The peptide sequence is EVREFLGSY. The MHC is HLA-B27:05 with pseudo-sequence HLA-B27:05. The binding affinity (normalized) is 0.0847. (3) The peptide sequence is AIFGQTGPK. The MHC is HLA-A31:01 with pseudo-sequence HLA-A31:01. The binding affinity (normalized) is 0.386. (4) The peptide sequence is ITPTIEDDKI. The MHC is HLA-A68:02 with pseudo-sequence HLA-A68:02. The binding affinity (normalized) is 0.289. (5) The peptide sequence is NQMIFVSSI. The MHC is HLA-A02:06 with pseudo-sequence HLA-A02:06. The binding affinity (normalized) is 0.756. (6) The peptide sequence is PLEGSEDRI. The MHC is HLA-A68:02 with pseudo-sequence HLA-A68:02. The binding affinity (normalized) is 0.107. (7) The peptide sequence is SENDRLRLL. The MHC is HLA-B27:05 with pseudo-sequence HLA-B27:05. The binding affinity (normalized) is 0.398. (8) The peptide sequence is CARRRLRTL. The MHC is HLA-B58:01 with pseudo-sequence HLA-B58:01. The binding affinity (normalized) is 0.0847. (9) The peptide sequence is YLVAYQATL. The MHC is HLA-A02:06 with pseudo-sequence HLA-A02:06. The binding affinity (normalized) is 0.790.